This data is from Catalyst prediction with 721,799 reactions and 888 catalyst types from USPTO. The task is: Predict which catalyst facilitates the given reaction. (1) The catalyst class is: 3. Product: [CH2:10]([O:1][C:2]1[CH:3]=[C:4]([CH:7]=[CH:8][CH:9]=1)[CH:5]=[O:6])[CH2:11][C:12]1[CH:17]=[CH:16][CH:15]=[CH:14][CH:13]=1. Reactant: [OH:1][C:2]1[CH:3]=[C:4]([CH:7]=[CH:8][CH:9]=1)[CH:5]=[O:6].[CH2:10](Br)[CH2:11][C:12]1[CH:17]=[CH:16][CH:15]=[CH:14][CH:13]=1. (2) Reactant: C(OC([N:8]([CH2:28][C:29]1[CH:34]=[CH:33][CH:32]=[CH:31][N:30]=1)[CH2:9][C:10]1[CH:15]=[CH:14][C:13]([CH2:16][NH:17][CH:18]2[C:27]3[N:26]=[CH:25][CH:24]=[CH:23][C:22]=3[CH2:21][CH2:20][CH2:19]2)=[CH:12][CH:11]=1)=O)(C)(C)C.[NH:35]1[CH:39]=[CH:38][N:37]=[C:36]1[CH:40]=O.C([BH3-])#N.[Na+]. Product: [N:30]1[CH:31]=[CH:32][CH:33]=[CH:34][C:29]=1[CH2:28][NH:8][CH2:9][C:10]1[CH:11]=[CH:12][C:13]([CH2:16][N:17]([CH2:40][C:36]2[NH:37][CH:38]=[CH:39][N:35]=2)[CH:18]2[C:27]3[N:26]=[CH:25][CH:24]=[CH:23][C:22]=3[CH2:21][CH2:20][CH2:19]2)=[CH:14][CH:15]=1. The catalyst class is: 5. (3) Reactant: [Br:1][CH2:2][CH2:3][CH2:4][CH2:5][CH2:6][CH2:7][OH:8].C1COCC1.[C:14](Cl)(=[O:23])[CH:15]=[CH:16][C:17]1[CH:22]=[CH:21][CH:20]=[CH:19][CH:18]=1. Product: [C:14]([O:8][CH2:7][CH2:6][CH2:5][CH2:4][CH2:3][CH2:2][Br:1])(=[O:23])[CH:15]=[CH:16][C:17]1[CH:22]=[CH:21][CH:20]=[CH:19][CH:18]=1. The catalyst class is: 66. (4) Reactant: N([C:8]([O:10][CH2:11][CH3:12])=[O:9])=N[C:8]([O:10][CH2:11][CH3:12])=[O:9].COC(=O)[CH:16]1[CH2:21][CH2:20][CH2:19][CH2:18][N:17]1[CH2:22][CH2:23][CH:24]([OH:31])[C:25]1[CH:30]=[CH:29][CH:28]=[CH:27][CH:26]=1.[Cl:33][C:34]1[CH:39]=[CH:38][C:37](O)=[CH:36][CH:35]=1.C1(P(C2C=CC=CC=2)C2C=CC=CC=2)C=CC=CC=1. Product: [CH2:11]([O:10][C:8](=[O:9])[CH:18]1[CH2:19][CH2:20][CH2:21][CH2:16][N:17]1[CH2:22][CH2:23][CH:24]([O:31][C:37]1[CH:38]=[CH:39][C:34]([Cl:33])=[CH:35][CH:36]=1)[C:25]1[CH:26]=[CH:27][CH:28]=[CH:29][CH:30]=1)[CH3:12]. The catalyst class is: 7. (5) Reactant: [Cl:1][C:2]1[C:11]2[C:6](=[CH:7][C:8]([F:13])=[CH:9][C:10]=2[F:12])[N:5]=[C:4]([C:14]2[CH:19]=[CH:18][CH:17]=[CH:16][C:15]=2[S:20][CH3:21])[C:3]=1[CH3:22].OOS([O-])=O.[K+].[O-2:29].[Al+3].[O-2:31].[O-2].[Al+3]. Product: [Cl:1][C:2]1[C:11]2[C:6](=[CH:7][C:8]([F:13])=[CH:9][C:10]=2[F:12])[N:5]=[C:4]([C:14]2[CH:19]=[CH:18][CH:17]=[CH:16][C:15]=2[S:20]([CH3:21])(=[O:31])=[O:29])[C:3]=1[CH3:22]. The catalyst class is: 373. (6) Reactant: [CH2:1]([O:3][C:4]([C:6]1[C:7]([OH:26])=[C:8]2[C:14](Br)=[C:13](Br)[N:12]([CH2:17][C:18]3[CH:23]=[CH:22][CH:21]=[C:20]([O:24][CH3:25])[CH:19]=3)[C:9]2=[CH:10][N:11]=1)=[O:5])[CH3:2].C([O-])=O.[NH4+]. Product: [CH2:1]([O:3][C:4]([C:6]1[C:7]([OH:26])=[C:8]2[CH:14]=[CH:13][N:12]([CH2:17][C:18]3[CH:23]=[CH:22][CH:21]=[C:20]([O:24][CH3:25])[CH:19]=3)[C:9]2=[CH:10][N:11]=1)=[O:5])[CH3:2]. The catalyst class is: 45. (7) Reactant: [O:1]1[C:5]([C:6]2[CH:11]=[CH:10][CH:9]=[CH:8][C:7]=2[N+:12]([O-])=O)=[CH:4][N:3]=[CH:2]1.[H][H]. Product: [O:1]1[C:5]([C:6]2[CH:11]=[CH:10][CH:9]=[CH:8][C:7]=2[NH2:12])=[CH:4][N:3]=[CH:2]1. The catalyst class is: 349. (8) Reactant: [CH:1]1([C:4]2[CH:9]=[CH:8][C:7]([N+:10]([O-])=O)=[CH:6][C:5]=2[N:13]2[C:17](=[O:18])[N:16]([CH3:19])[N:15]=[N:14]2)[CH2:3][CH2:2]1.O.O.Cl[Sn]Cl.Cl. Product: [NH2:10][C:7]1[CH:8]=[CH:9][C:4]([CH:1]2[CH2:2][CH2:3]2)=[C:5]([N:13]2[C:17](=[O:18])[N:16]([CH3:19])[N:15]=[N:14]2)[CH:6]=1. The catalyst class is: 14. (9) Reactant: [Br:1][C:2]1[CH:7]=[C:6]([O:8][CH3:9])[CH:5]=[C:4]([N+:10]([O-:12])=[O:11])[C:3]=1[OH:13].[C:14]([O-])([O-])=O.[Cs+].[Cs+].COS(OC)(=O)=O. Product: [Br:1][C:2]1[CH:7]=[C:6]([O:8][CH3:9])[CH:5]=[C:4]([N+:10]([O-:12])=[O:11])[C:3]=1[O:13][CH3:14]. The catalyst class is: 21. (10) Reactant: C(O[CH:4](O)[C:5]([F:8])([F:7])[CH3:6])C.COC(O)C(F)(F)C.[CH3:18][O:19][C:20]1[CH:25]=[CH:24][C:23]([NH2:26])=[CH:22][CH:21]=1.C(=O)([O-])O.[Na+]. Product: [F:8][C:5]([F:7])([CH3:6])[CH:4]=[N:26][C:23]1[CH:24]=[CH:25][C:20]([O:19][CH3:18])=[CH:21][CH:22]=1. The catalyst class is: 11.